Dataset: Forward reaction prediction with 1.9M reactions from USPTO patents (1976-2016). Task: Predict the product of the given reaction. (1) Given the reactants [Br:1][C:2]1[C:3]([OH:15])=[N:4][CH:5]=[C:6]([CH2:8][CH2:9][C:10]([O:12][CH2:13][CH3:14])=[O:11])[CH:7]=1.[F:16][C:17]([F:27])([F:26])[C:18]1[CH:25]=[CH:24][C:21]([CH2:22]Br)=[CH:20][CH:19]=1, predict the reaction product. The product is: [Br:1][C:2]1[CH:7]=[C:6]([CH2:8][CH2:9][C:10]([O:12][CH2:13][CH3:14])=[O:11])[CH:5]=[N:4][C:3]=1[O:15][CH2:22][C:21]1[CH:20]=[CH:19][C:18]([C:17]([F:16])([F:26])[F:27])=[CH:25][CH:24]=1. (2) Given the reactants [C:1]1([CH3:11])[CH:6]=[CH:5][C:4]([S:7](Cl)(=[O:9])=[O:8])=[CH:3][CH:2]=1.[CH3:12][O:13][CH2:14][CH2:15][O:16][CH2:17][C:18]1[CH:23]=[CH:22][C:21]([C@@:24]2([OH:47])[CH2:29][CH2:28][NH:27][CH2:26][C@@H:25]2[O:30][CH2:31][C:32]2[CH:33]=[CH:34][C:35]3[O:40][CH2:39][CH2:38][N:37]([CH2:41][CH2:42][CH2:43][O:44][CH3:45])[C:36]=3[CH:46]=2)=[CH:20][CH:19]=1.O, predict the reaction product. The product is: [CH3:12][O:13][CH2:14][CH2:15][O:16][CH2:17][C:18]1[CH:19]=[CH:20][C:21]([C@@:24]2([OH:47])[CH2:29][CH2:28][N:27]([S:7]([C:4]3[CH:5]=[CH:6][C:1]([CH3:11])=[CH:2][CH:3]=3)(=[O:9])=[O:8])[CH2:26][C@@H:25]2[O:30][CH2:31][C:32]2[CH:33]=[CH:34][C:35]3[O:40][CH2:39][CH2:38][N:37]([CH2:41][CH2:42][CH2:43][O:44][CH3:45])[C:36]=3[CH:46]=2)=[CH:22][CH:23]=1. (3) Given the reactants [C:1]([NH:8][C@@H:9]([C:18]([OH:20])=[O:19])[CH2:10][C:11]1[CH:16]=[CH:15][C:14]([OH:17])=[CH:13][CH:12]=1)([O:3][C:4]([CH3:7])([CH3:6])[CH3:5])=[O:2].C(=O)([O-])[O-].[Cs+].[Cs+].Br[CH2:28][CH:29]1[CH2:31][CH2:30]1, predict the reaction product. The product is: [C:4]([O:3][C:1]([NH:8][C@@H:9]([C:18]([O:20][CH2:28][CH:29]1[CH2:31][CH2:30]1)=[O:19])[CH2:10][C:11]1[CH:12]=[CH:13][C:14]([OH:17])=[CH:15][CH:16]=1)=[O:2])([CH3:5])([CH3:7])[CH3:6]. (4) Given the reactants [N:1]1[C:9]2[C:4](=[N:5][CH:6]=[CH:7][CH:8]=2)[N:3]([C:10]2[CH:15]=[CH:14][C:13]([CH2:16][C:17]([OH:19])=O)=[CH:12][CH:11]=2)[CH:2]=1.[C:20]([C:24]1[CH:25]=[C:26]([NH2:42])[N:27]([C:29]2[CH:34]=[CH:33][C:32]([CH2:35][N:36]3[CH2:41][CH2:40][O:39][CH2:38][CH2:37]3)=[CH:31][CH:30]=2)[N:28]=1)([CH3:23])([CH3:22])[CH3:21], predict the reaction product. The product is: [C:20]([C:24]1[CH:25]=[C:26]([NH:42][C:17](=[O:19])[CH2:16][C:13]2[CH:12]=[CH:11][C:10]([N:3]3[C:4]4=[N:5][CH:6]=[CH:7][CH:8]=[C:9]4[N:1]=[CH:2]3)=[CH:15][CH:14]=2)[N:27]([C:29]2[CH:30]=[CH:31][C:32]([CH2:35][N:36]3[CH2:37][CH2:38][O:39][CH2:40][CH2:41]3)=[CH:33][CH:34]=2)[N:28]=1)([CH3:23])([CH3:21])[CH3:22]. (5) Given the reactants [CH2:1]([O:8][C:9]1[CH:14]=[CH:13][C:12]([C:15]2[C:19]([C:20]3[CH:25]=[CH:24][N:23]=[CH:22][CH:21]=3)=[CH:18][N:17]([CH3:26])[N:16]=2)=[CH:11][CH:10]=1)[C:2]1[CH:7]=[CH:6][CH:5]=[CH:4][CH:3]=1.C(OC1C=CC(C(=O)CC2C=CN=CC=2)=C([F:50])C=1)C1C=CC=CC=1, predict the reaction product. The product is: [CH2:1]([O:8][C:9]1[CH:10]=[CH:11][C:12]([C:15]2[C:19]([C:20]3[CH:21]=[CH:22][N:23]=[CH:24][CH:25]=3)=[CH:18][N:17]([CH3:26])[N:16]=2)=[C:13]([F:50])[CH:14]=1)[C:2]1[CH:3]=[CH:4][CH:5]=[CH:6][CH:7]=1. (6) Given the reactants Cl[C:2]1[CH:11]=[CH:10][N:9]=[C:8]2[C:3]=1[CH2:4]C[CH2:6][NH:7]2.[N+:12]([C:15]1[CH:20]=[CH:19][C:18]([S:21]([NH:24][CH2:25][CH:26]([CH:37]2[CH2:42][CH2:41][NH:40][CH2:39][CH2:38]2)[C:27]2[CH:32]=[CH:31][C:30]([C:33]([F:36])([F:35])[F:34])=[CH:29][CH:28]=2)(=[O:23])=[O:22])=[CH:17][CH:16]=1)([O-:14])=[O:13].C([N:46](C(C)C)CC)(C)C, predict the reaction product. The product is: [N+:12]([C:15]1[CH:20]=[CH:19][C:18]([S:21]([NH:24][CH2:25][CH:26]([CH:37]2[CH2:42][CH2:41][N:40]([C:4]3[C:3]4[CH2:2][CH2:11][CH2:10][NH:9][C:8]=4[N:7]=[CH:6][N:46]=3)[CH2:39][CH2:38]2)[C:27]2[CH:32]=[CH:31][C:30]([C:33]([F:36])([F:34])[F:35])=[CH:29][CH:28]=2)(=[O:22])=[O:23])=[CH:17][CH:16]=1)([O-:14])=[O:13]. (7) Given the reactants [O:1]1[C:5]2[CH:6]=[CH:7][C:8]([S:10]([N:13]([CH2:38][CH:39]([CH3:41])[CH3:40])[CH2:14][C@@H:15]([OH:37])[C@@H:16]([NH:25][C:26](=[O:36])[O:27][C@@H:28]3[C@H:35]4[C@H:31]([O:32][CH2:33][CH2:34]4)[O:30][CH2:29]3)[CH2:17][C:18]3[CH:23]=[CH:22][C:21]([OH:24])=[CH:20][CH:19]=3)(=[O:12])=[O:11])=[CH:9][C:4]=2[O:3][CH2:2]1.N1C=CC=CC=1.Cl[C:49]([O:51][C:52]1[CH:57]=[CH:56][C:55]([N+:58]([O-:60])=[O:59])=[CH:54][CH:53]=1)=[O:50], predict the reaction product. The product is: [C:49](=[O:50])([O:51][C:52]1[CH:53]=[CH:54][C:55]([N+:58]([O-:60])=[O:59])=[CH:56][CH:57]=1)[O:24][C:21]1[CH:22]=[CH:23][C:18]([CH2:17][C@H:16]([NH:25][C:26]([O:27][C@@H:28]2[C@H:35]3[C@H:31]([O:32][CH2:33][CH2:34]3)[O:30][CH2:29]2)=[O:36])[C@H:15]([OH:37])[CH2:14][N:13]([S:10]([C:8]2[CH:7]=[CH:6][C:5]3[O:1][CH2:2][O:3][C:4]=3[CH:9]=2)(=[O:12])=[O:11])[CH2:38][CH:39]([CH3:41])[CH3:40])=[CH:19][CH:20]=1. (8) The product is: [CH3:1][O:2][C:3]1[CH:4]=[C:5]([NH:11][C:12]2[C:13]3[N:41]=[CH:40][S:39][C:14]=3[N:15]=[C:16]([C:18]3[CH:19]=[C:20]([CH:36]=[CH:37][CH:38]=3)[C:21]([NH:23][C:24]3[CH:33]=[CH:32][C:27]([C:28]([OH:30])=[O:29])=[C:26]([O:34][CH3:35])[CH:25]=3)=[O:22])[N:17]=2)[CH:6]=[CH:7][C:8]=1[O:9][CH3:10]. Given the reactants [CH3:1][O:2][C:3]1[CH:4]=[C:5]([NH:11][C:12]2[C:13]3[N:41]=[CH:40][S:39][C:14]=3[N:15]=[C:16]([C:18]3[CH:19]=[C:20]([CH:36]=[CH:37][CH:38]=3)[C:21]([NH:23][C:24]3[CH:33]=[CH:32][C:27]([C:28]([O:30]C)=[O:29])=[C:26]([O:34][CH3:35])[CH:25]=3)=[O:22])[N:17]=2)[CH:6]=[CH:7][C:8]=1[O:9][CH3:10].[OH-].[Na+], predict the reaction product.